Dataset: Forward reaction prediction with 1.9M reactions from USPTO patents (1976-2016). Task: Predict the product of the given reaction. (1) Given the reactants [CH:1]1([N:4]2[CH2:9][C:8]3([CH2:14][CH2:13][N:12]([S:15]([C:18]4[CH:23]=[CH:22][C:21](B5OC(C)(C)C(C)(C)O5)=[CH:20][CH:19]=4)(=[O:17])=[O:16])[CH2:11][CH2:10]3)[O:7][CH2:6][C:5]2=[O:33])[CH2:3][CH2:2]1.C([O:42][C:43]1[C:44](Br)=[CH:45][CH:46]=[C:47]2[C:52]=1[N:51]=[CH:50][CH:49]=[CH:48]2)(=O)C1C=CC=CC=1.C(=O)([O-])[O-].[K+].[K+], predict the reaction product. The product is: [CH:1]1([N:4]2[CH2:9][C:8]3([CH2:14][CH2:13][N:12]([S:15]([C:18]4[CH:19]=[CH:20][C:21]([C:44]5[C:43]([OH:42])=[C:52]6[C:47]([CH:48]=[CH:49][CH:50]=[N:51]6)=[CH:46][CH:45]=5)=[CH:22][CH:23]=4)(=[O:17])=[O:16])[CH2:11][CH2:10]3)[O:7][CH2:6][C:5]2=[O:33])[CH2:3][CH2:2]1. (2) Given the reactants I[C:2]1[CH:7]=[CH:6][CH:5]=[CH:4][N:3]=1.[CH3:8][C:9]#[C:10][CH3:11].[Cl-].[Li+].C(=O)([O-])[O-].[Na+].[Na+].C[N:21](C=O)C, predict the reaction product. The product is: [CH3:8][C:9]1[NH:21][C:7]2=[CH:2][N:3]=[CH:4][CH:5]=[C:6]2[C:10]=1[CH3:11]. (3) Given the reactants Br[CH:2]([CH3:13])[CH2:3][C:4]1[C:8]2[CH:9]=[CH:10][CH:11]=[CH:12][C:7]=2[O:6][CH:5]=1.[NH2:14][CH:15]1[CH2:24][C:23]2[C:22]([C:25]([NH2:27])=[O:26])=[CH:21][CH:20]=[C:19]([F:28])[C:18]=2[O:17][CH2:16]1.C(N(CC)CC)C.C(Cl)Cl.CO, predict the reaction product. The product is: [O:6]1[C:7]2[CH:12]=[CH:11][CH:10]=[CH:9][C:8]=2[C:4]([CH2:3][CH2:2][CH2:13][NH:14][CH:15]2[CH2:24][C:23]3[C:22]([C:25]([NH2:27])=[O:26])=[CH:21][CH:20]=[C:19]([F:28])[C:18]=3[O:17][CH2:16]2)=[CH:5]1. (4) Given the reactants [C:1]1([C:7]2[CH:8]=[C:9]3[C:14](=[CH:15][CH:16]=2)[CH2:13][C:12](=[O:17])[CH2:11][CH2:10]3)[CH:6]=[CH:5][CH:4]=[CH:3][CH:2]=1.[C:18](=O)([O:22]CC)[O:19][CH2:20][CH3:21], predict the reaction product. The product is: [O:17]=[C:12]1[CH2:11][CH2:10][C:9]2[C:14](=[CH:15][CH:16]=[C:7]([C:1]3[CH:2]=[CH:3][CH:4]=[CH:5][CH:6]=3)[CH:8]=2)[CH:13]1[C:18]([O:19][CH2:20][CH3:21])=[O:22]. (5) The product is: [Si:23]([O:30][C@H:31]1[C:36](=[CH2:37])[C@H:35]([CH2:38][O:39][Si:40]([C:43]([CH3:46])([CH3:45])[CH3:44])([CH3:41])[CH3:42])[CH2:34]/[C:33](=[CH:17]\[C:18]([O:20][CH2:21][CH3:22])=[O:19])/[CH2:32]1)([C:26]([CH3:29])([CH3:28])[CH3:27])([CH3:25])[CH3:24]. Given the reactants C([Li])CCC.C(NC(C)C)(C)C.C[Si]([CH2:17][C:18]([O:20][CH2:21][CH3:22])=[O:19])(C)C.[Si:23]([O:30][C@H:31]1[C:36](=[CH2:37])[C@H:35]([CH2:38][O:39][Si:40]([C:43]([CH3:46])([CH3:45])[CH3:44])([CH3:42])[CH3:41])[CH2:34][C:33](=O)[CH2:32]1)([C:26]([CH3:29])([CH3:28])[CH3:27])([CH3:25])[CH3:24], predict the reaction product. (6) Given the reactants Br[C:2]1[C:3]([N:23]2[CH2:27][CH2:26][C@@H:25]([OH:28])[CH2:24]2)=[N:4][CH:5]=[C:6]([CH:22]=1)[C:7]([NH:9][C:10]1[CH:15]=[CH:14][C:13]([O:16][C:17]([F:20])([F:19])[F:18])=[C:12]([F:21])[CH:11]=1)=[O:8].[N:29]1[CH:34]=[C:33](B(O)O)[CH:32]=[N:31][CH:30]=1, predict the reaction product. The product is: [F:21][C:12]1[CH:11]=[C:10]([NH:9][C:7](=[O:8])[C:6]2[CH:22]=[C:2]([C:33]3[CH:34]=[N:29][CH:30]=[N:31][CH:32]=3)[C:3]([N:23]3[CH2:27][CH2:26][C@@H:25]([OH:28])[CH2:24]3)=[N:4][CH:5]=2)[CH:15]=[CH:14][C:13]=1[O:16][C:17]([F:20])([F:19])[F:18]. (7) Given the reactants [NH2:1][C:2]1[N:3]=[CH:4][C:5]([NH:16][CH2:17][CH2:18][NH2:19])=[N:6][C:7]=1[C:8]1[CH:13]=[CH:12][C:11]([Cl:14])=[CH:10][C:9]=1[Cl:15].Cl[C:21]1[N:26]=[C:25]([NH2:27])[C:24]([N+:28]([O-:30])=[O:29])=[CH:23][CH:22]=1, predict the reaction product. The product is: [NH2:1][C:2]1[N:3]=[CH:4][C:5]([NH:16][CH2:17][CH2:18][NH:19][C:21]2[CH:22]=[CH:23][C:24]([N+:28]([O-:30])=[O:29])=[C:25]([NH2:27])[N:26]=2)=[N:6][C:7]=1[C:8]1[CH:13]=[CH:12][C:11]([Cl:14])=[CH:10][C:9]=1[Cl:15]. (8) Given the reactants [OH:1][C:2]1[CH:10]=[CH:9][C:5]([C:6]([OH:8])=[O:7])=[CH:4][CH:3]=1.[Cl:11][C:12]1[C:13](F)=[CH:14][C:15]2[O:20][CH:19]([C:21]([F:24])([F:23])[F:22])[C:18]([C:25]([O:27]CC)=[O:26])=[CH:17][C:16]=2[CH:30]=1.C(=O)([O-])[O-].[K+].[K+], predict the reaction product. The product is: [C:6]([C:5]1[CH:9]=[CH:10][C:2]([O:1][C:13]2[C:12]([Cl:11])=[CH:30][C:16]3[CH:17]=[C:18]([C:25]([OH:27])=[O:26])[CH:19]([C:21]([F:23])([F:24])[F:22])[O:20][C:15]=3[CH:14]=2)=[CH:3][CH:4]=1)([OH:8])=[O:7].